Dataset: Forward reaction prediction with 1.9M reactions from USPTO patents (1976-2016). Task: Predict the product of the given reaction. (1) Given the reactants [O:1]=[C:2]1[CH2:7][CH2:6][CH2:5][N:4]([C:8]([O:10][CH2:11][C:12]2[CH:17]=[CH:16][CH:15]=[CH:14][CH:13]=2)=[O:9])[CH2:3]1.[CH3:18][Mg+].[Br-], predict the reaction product. The product is: [OH:1][C:2]1([CH3:18])[CH2:7][CH2:6][CH2:5][N:4]([C:8]([O:10][CH2:11][C:12]2[CH:17]=[CH:16][CH:15]=[CH:14][CH:13]=2)=[O:9])[CH2:3]1. (2) The product is: [Cl:1][C:2]1[CH:7]=[C:6]([CH2:8][O:9][CH3:15])[CH:5]=[C:4]([C:10]([F:11])([F:12])[F:13])[N:3]=1. Given the reactants [Cl:1][C:2]1[CH:7]=[C:6]([CH2:8][OH:9])[CH:5]=[C:4]([C:10]([F:13])([F:12])[F:11])[N:3]=1.Cl[C:15]1C(CO)=CC=C(C(F)(F)F)N=1.C(=O)([O-])[O-].[K+].[K+].CI, predict the reaction product. (3) Given the reactants [NH2:1][C:2]1[C:3]2[CH:13]=[CH:12][CH:11]=[CH:10][C:4]=2[Se:5][C:6]=1[C:7]([NH2:9])=[O:8].[N:14]([O-])=O.[Na+], predict the reaction product. The product is: [N:1]1[C:2]2[C:3]3[CH:13]=[CH:12][CH:11]=[CH:10][C:4]=3[Se:5][C:6]=2[C:7](=[O:8])[NH:9][N:14]=1. (4) Given the reactants [OH:1][CH2:2][CH2:3][CH2:4][O:5][C:6]1[CH:11]=[CH:10][C:9]([CH:12]2[CH2:17][CH2:16][N:15]([C:18]([O:20][C:21]([CH3:24])([CH3:23])[CH3:22])=[O:19])[CH2:14][CH:13]2[O:25][CH2:26][C:27]2[CH:36]=[CH:35][C:34]3[C:29](=[CH:30][CH:31]=[CH:32][CH:33]=3)[CH:28]=2)=[CH:8][CH:7]=1.Cl[CH2:38][C:39]1[CH:44]=[CH:43][CH:42]=[CH:41][N:40]=1, predict the reaction product. The product is: [CH:28]1[C:29]2[C:34](=[CH:33][CH:32]=[CH:31][CH:30]=2)[CH:35]=[CH:36][C:27]=1[CH2:26][O:25][CH:13]1[CH:12]([C:9]2[CH:10]=[CH:11][C:6]([O:5][CH2:4][CH2:3][CH2:2][O:1][CH2:38][C:39]3[CH:44]=[CH:43][CH:42]=[CH:41][N:40]=3)=[CH:7][CH:8]=2)[CH2:17][CH2:16][N:15]([C:18]([O:20][C:21]([CH3:22])([CH3:23])[CH3:24])=[O:19])[CH2:14]1. (5) Given the reactants Br[C:2]1[CH:16]=[CH:15][C:5]([CH2:6][N:7]2[CH2:12][CH2:11][CH:10]([O:13][CH3:14])[CH2:9][CH2:8]2)=[CH:4][CH:3]=1.[B:17]1([B:17]2[O:21][C:20]([CH3:23])([CH3:22])[C:19]([CH3:25])([CH3:24])[O:18]2)[O:21][C:20]([CH3:23])([CH3:22])[C:19]([CH3:25])([CH3:24])[O:18]1.C([O-])(=O)C.[K+], predict the reaction product. The product is: [CH3:14][O:13][CH:10]1[CH2:11][CH2:12][N:7]([CH2:6][C:5]2[CH:15]=[CH:16][C:2]([B:17]3[O:21][C:20]([CH3:23])([CH3:22])[C:19]([CH3:25])([CH3:24])[O:18]3)=[CH:3][CH:4]=2)[CH2:8][CH2:9]1. (6) Given the reactants Br[C:2]1[CH:10]=[CH:9][C:8]([O:11][CH3:12])=[CH:7][C:3]=1[C:4]([OH:6])=[O:5].C([Li])CCC.C[C:19]1[CH:24]=[CH:23][C:22]([C:25](N(OC)C)=[O:26])=[CH:21][CH:20]=1.[OH-].[Na+].C1C[O:36][CH2:35]C1, predict the reaction product. The product is: [CH3:12][O:11][C:8]1[CH:9]=[CH:10][C:2]([C:25](=[O:26])[C:22]2[CH:21]=[CH:20][C:19]([O:36][CH3:35])=[CH:24][CH:23]=2)=[C:3]([CH:7]=1)[C:4]([OH:6])=[O:5]. (7) Given the reactants [Br:1][C:2]1[CH:10]=[CH:9][C:5]([C:6]([OH:8])=[O:7])=[CH:4][C:3]=1[CH3:11].CN(C=O)C.C(Cl)(=O)C(Cl)=O.[CH3:23][C:24]([CH3:27])([O-])[CH3:25].[K+], predict the reaction product. The product is: [C:24]([O:7][C:6](=[O:8])[C:5]1[CH:9]=[CH:10][C:2]([Br:1])=[C:3]([CH3:11])[CH:4]=1)([CH3:27])([CH3:25])[CH3:23]. (8) Given the reactants [F:1][C:2]([F:29])([S:25](F)(=[O:27])=[O:26])[C:3]([F:24])([F:23])[C:4]([F:22])([F:21])[C:5]([F:20])([F:19])[C:6]([F:18])([F:17])[C:7]([F:16])([F:15])[C:8]([F:14])([F:13])[C:9]([F:12])([F:11])[F:10].C(N(CC)CC)C.[CH2:37]([NH2:44])[C:38]1[CH:43]=[CH:42][CH:41]=[CH:40][CH:39]=1, predict the reaction product. The product is: [CH2:37]([NH:44][S:25]([C:2]([F:1])([F:29])[C:3]([F:23])([F:24])[C:4]([F:22])([F:21])[C:5]([F:19])([F:20])[C:6]([F:18])([F:17])[C:7]([F:15])([F:16])[C:8]([F:13])([F:14])[C:9]([F:10])([F:12])[F:11])(=[O:26])=[O:27])[C:38]1[CH:43]=[CH:42][CH:41]=[CH:40][CH:39]=1. (9) The product is: [CH2:3]([O:5][C:6]([C:8]1[CH:12]=[N:11][NH:10][C:9]=1[N:13]1[C:17](=[O:16])[NH:18][C:19]([CH:20]([C:34]2[CH:43]=[C:42]([O:44][CH3:45])[C:37]3[O:38][CH2:39][CH2:40][O:41][C:36]=3[C:35]=2[F:46])[NH:21][C:22]2[CH:27]=[CH:26][C:25]([C:28]3[N:32]=[C:31]([CH3:33])[O:30][N:29]=3)=[CH:24][CH:23]=2)=[N:14]1)=[O:7])[CH3:4]. Given the reactants Cl.Cl.[CH2:3]([O:5][C:6]([C:8]1[C:9]([NH:13][NH2:14])=[N:10][NH:11][CH:12]=1)=[O:7])[CH3:4].C[O:16][C:17](=O)[N:18]=[C:19](SC)[C:20]([C:34]1[CH:43]=[C:42]([O:44][CH3:45])[C:37]2[O:38][CH2:39][CH2:40][O:41][C:36]=2[C:35]=1[F:46])=[N:21][C:22]1[CH:27]=[CH:26][C:25]([C:28]2[N:32]=[C:31]([CH3:33])[O:30][N:29]=2)=[CH:24][CH:23]=1.C(N(CC)CC)C, predict the reaction product.